This data is from Full USPTO retrosynthesis dataset with 1.9M reactions from patents (1976-2016). The task is: Predict the reactants needed to synthesize the given product. (1) Given the product [Cl:23][C:12]1[S:13][C:14]([C:16]2[CH:17]=[CH:18][CH:19]=[CH:20][CH:21]=2)=[CH:15][C:11]=1[C:9]([N:5]1[CH2:6][CH2:7][CH2:8][C:2]([F:1])([F:22])[CH2:3][CH2:4]1)=[O:10], predict the reactants needed to synthesize it. The reactants are: [F:1][C:2]1([F:22])[CH2:8][CH2:7][CH2:6][N:5]([C:9]([C:11]2[CH:15]=[C:14]([C:16]3[CH:21]=[CH:20][CH:19]=[CH:18][CH:17]=3)[S:13][CH:12]=2)=[O:10])[CH2:4][CH2:3]1.[Cl:23]N1C(=O)CCC1=O. (2) Given the product [S:2]([NH:11][C:12]1[CH:19]=[CH:18][CH:17]=[C:16]([O:20][CH2:21][C:22]2[CH:23]=[CH:24][C:25]([O:28][CH3:29])=[CH:26][CH:27]=2)[C:13]=1[C:14]#[N:15])(=[O:4])(=[O:3])[NH2:5], predict the reactants needed to synthesize it. The reactants are: Cl[S:2]([N:5]=C=O)(=[O:4])=[O:3].C(O)=O.[NH2:11][C:12]1[CH:19]=[CH:18][CH:17]=[C:16]([O:20][CH2:21][C:22]2[CH:27]=[CH:26][C:25]([O:28][CH3:29])=[CH:24][CH:23]=2)[C:13]=1[C:14]#[N:15].CCN(CC)CC. (3) Given the product [Br:1][C:2]1[C:3]([C:9]2[S:10][C:11]([CH2:14][N:15]3[CH2:20][CH2:19][CH2:18][CH2:17][CH2:16]3)=[CH:12][CH:13]=2)=[N:4][C:5]([NH:21][CH2:22][CH2:23][N:24]2[CH2:28][CH2:27][NH:26][C:25]2=[O:29])=[N:6][CH:7]=1, predict the reactants needed to synthesize it. The reactants are: [Br:1][C:2]1[C:3]([C:9]2[S:10][C:11]([CH2:14][N:15]3[CH2:20][CH2:19][CH2:18][CH2:17][CH2:16]3)=[CH:12][CH:13]=2)=[N:4][C:5](Cl)=[N:6][CH:7]=1.[NH2:21][CH2:22][CH2:23][N:24]1[CH2:28][CH2:27][NH:26][C:25]1=[O:29].C(O)(C)C. (4) The reactants are: I[C:2]1[CH:7]=[CH:6][C:5]([C:8]2[S:9][C:10]([C:14](=[O:16])[CH3:15])=[C:11]([CH3:13])[N:12]=2)=[CH:4][CH:3]=1.[CH:17]1[CH2:22][CH2:21][CH2:20][CH2:19][CH:18]=1.C(N(CC)CC)C. Given the product [C:17]1([C:2]2[CH:7]=[CH:6][C:5]([C:8]3[S:9][C:10]([C:14](=[O:16])[CH3:15])=[C:11]([CH3:13])[N:12]=3)=[CH:4][CH:3]=2)[CH2:22][CH2:21][CH2:20][CH2:19][CH:18]=1, predict the reactants needed to synthesize it. (5) Given the product [CH:1]([N:4]1[CH2:9][CH2:8][N:7]([C:10]([CH:12]2[CH2:17][CH2:16][CH:15]([NH:26][C:23]3[CH:24]=[CH:25][C:20]([CH3:19])=[CH:21][CH:22]=3)[CH2:14][CH2:13]2)=[O:11])[CH2:6][CH2:5]1)([CH3:3])[CH3:2], predict the reactants needed to synthesize it. The reactants are: [CH:1]([N:4]1[CH2:9][CH2:8][N:7]([C:10]([CH:12]2[CH2:17][CH2:16][C:15](=O)[CH2:14][CH2:13]2)=[O:11])[CH2:6][CH2:5]1)([CH3:3])[CH3:2].[CH3:19][C:20]1[CH:21]=[CH:22][C:23]([NH2:26])=[CH:24][CH:25]=1.C(O)(=O)C.C(O[BH-](OC(=O)C)OC(=O)C)(=O)C.[Na+]. (6) The reactants are: [Cl:1][C:2]1[CH:10]=[CH:9][C:8]([N+:11]([O-:13])=[O:12])=[CH:7][C:3]=1[C:4](O)=[O:5].C(Cl)(=O)C([Cl:17])=O. Given the product [Cl:1][C:2]1[CH:10]=[CH:9][C:8]([N+:11]([O-:13])=[O:12])=[CH:7][C:3]=1[C:4]([Cl:17])=[O:5], predict the reactants needed to synthesize it. (7) Given the product [CH2:27]([NH:7][CH2:8][CH2:9][C:10]1[CH:15]=[CH:14][C:13]([S:16]([C:19]2[CH:24]=[CH:23][C:22]([O:25][CH3:26])=[CH:21][CH:20]=2)(=[O:18])=[O:17])=[CH:12][CH:11]=1)[C:28]1[CH:33]=[CH:32][CH:31]=[CH:30][CH:29]=1, predict the reactants needed to synthesize it. The reactants are: C(OC(=O)[N:7]([CH2:27][C:28]1[CH:33]=[CH:32][CH:31]=[CH:30][CH:29]=1)[CH2:8][CH2:9][C:10]1[CH:15]=[CH:14][C:13]([S:16]([C:19]2[CH:24]=[CH:23][C:22]([O:25][CH3:26])=[CH:21][CH:20]=2)(=[O:18])=[O:17])=[CH:12][CH:11]=1)(C)(C)C.Cl.